From a dataset of Forward reaction prediction with 1.9M reactions from USPTO patents (1976-2016). Predict the product of the given reaction. (1) Given the reactants C(N(CC)CC)C.[C:8]([O:11][C:12]1[CH:13]=[C:14]([CH:18]=[C:19]([O:21][C:22](=[O:24])[CH3:23])[CH:20]=1)[C:15]([OH:17])=O)(=[O:10])[CH3:9].CS(Cl)(=O)=O.[NH2:30][C:31]1[CH:36]=[CH:35][C:34]([OH:37])=[CH:33][CH:32]=1, predict the reaction product. The product is: [C:22]([O:21][C:19]1[CH:18]=[C:14]([C:15](=[O:17])[NH:30][C:31]2[CH:36]=[CH:35][C:34]([OH:37])=[CH:33][CH:32]=2)[CH:13]=[C:12]([O:11][C:8](=[O:10])[CH3:9])[CH:20]=1)(=[O:24])[CH3:23]. (2) Given the reactants [NH2:1][C:2]1[CH:3]=[C:4]([CH:9]=[CH:10][CH:11]=1)[C:5]([O:7][CH3:8])=[O:6].[CH3:12][N:13]([CH3:26])[C:14]1[CH:15]=[CH:16][C:17]2[N:18]([CH:20]=[C:21]([C:23](O)=[O:24])[N:22]=2)[CH:19]=1.Cl.CN(C)CCCN=C=NCC, predict the reaction product. The product is: [CH3:12][N:13]([CH3:26])[C:14]1[CH:15]=[CH:16][C:17]2[N:18]([CH:20]=[C:21]([C:23]([NH:1][C:2]3[CH:3]=[C:4]([CH:9]=[CH:10][CH:11]=3)[C:5]([O:7][CH3:8])=[O:6])=[O:24])[N:22]=2)[CH:19]=1. (3) Given the reactants [F:1][C:2]([F:42])([F:41])[CH2:3][NH:4][C:5]([C:7]1([CH2:20][CH2:21][CH2:22][CH2:23][N:24]2[CH2:29][CH2:28][N:27]([C:30]3[CH:39]=[CH:38][C:37]4[C:32](=[C:33](Br)[CH:34]=[CH:35][CH:36]=4)[N:31]=3)[CH2:26][CH2:25]2)[C:19]2[CH:18]=[CH:17][CH:16]=[CH:15][C:14]=2[C:13]2[C:8]1=[CH:9][CH:10]=[CH:11][CH:12]=2)=[O:6].[C:43]1(OB(O)O)[CH:48]=[CH:47][CH:46]=[CH:45][CH:44]=1.C(=O)([O-])[O-].[Na+].[Na+], predict the reaction product. The product is: [F:1][C:2]([F:42])([F:41])[CH2:3][NH:4][C:5]([C:7]1([CH2:20][CH2:21][CH2:22][CH2:23][N:24]2[CH2:29][CH2:28][N:27]([C:30]3[CH:39]=[CH:38][C:37]4[C:32](=[C:33]([C:43]5[CH:48]=[CH:47][CH:46]=[CH:45][CH:44]=5)[CH:34]=[CH:35][CH:36]=4)[N:31]=3)[CH2:26][CH2:25]2)[C:19]2[CH:18]=[CH:17][CH:16]=[CH:15][C:14]=2[C:13]2[C:8]1=[CH:9][CH:10]=[CH:11][CH:12]=2)=[O:6]. (4) The product is: [C:23]1([C:2]2[CH:3]=[C:4]([NH:14][C:15](=[O:22])[C:16]3[CH:21]=[CH:20][CH:19]=[N:18][CH:17]=3)[CH:5]=[N:6][C:7]=2[O:8][CH2:9][C:10]([F:13])([F:12])[F:11])[CH:28]=[CH:27][CH:26]=[CH:25][CH:24]=1. Given the reactants Br[C:2]1[CH:3]=[C:4]([NH:14][C:15](=[O:22])[C:16]2[CH:21]=[CH:20][CH:19]=[N:18][CH:17]=2)[CH:5]=[N:6][C:7]=1[O:8][CH2:9][C:10]([F:13])([F:12])[F:11].[C:23]1(B(O)O)[CH:28]=[CH:27][CH:26]=[CH:25][CH:24]=1, predict the reaction product.